Dataset: Forward reaction prediction with 1.9M reactions from USPTO patents (1976-2016). Task: Predict the product of the given reaction. (1) Given the reactants [NH:1]1[C:5]2=[CH:6][N:7]=[CH:8][CH:9]=[C:4]2[CH:3]=[C:2]1[C:10]([O:12][CH3:13])=[O:11].[CH3:14]C(C)([O-])C.[K+].[F:20][C:21]1[CH:28]=[C:27]([I:29])[CH:26]=[CH:25][C:22]=1[CH2:23]Br, predict the reaction product. The product is: [F:20][C:21]1[CH:28]=[C:27]([I:29])[CH:26]=[CH:25][C:22]=1[CH2:23][N:1]1[C:5]2=[CH:6][N:7]=[CH:8][CH:9]=[C:4]2[CH:3]=[C:2]1[C:10]([O:12][CH2:13][CH3:14])=[O:11]. (2) Given the reactants [Cl:1][C:2]1[CH:3]=[CH:4][C:5]([F:28])=[C:6]([C:8]2[N:13]=[C:12]([NH:14][C:15]3[C:20]([C:21](O)=[O:22])=[CH:19][N:18]=[CH:17][CH:16]=3)[C:11]3[CH:24]([CH3:27])[CH2:25][CH2:26][C:10]=3[N:9]=2)[CH:7]=1.[CH2:29]([N:31](CC)CC)C.CN.C1CN([P+](ON2N=NC3C=CC=CC2=3)(N2CCCC2)N2CCCC2)CC1.F[P-](F)(F)(F)(F)F, predict the reaction product. The product is: [Cl:1][C:2]1[CH:3]=[CH:4][C:5]([F:28])=[C:6]([C:8]2[N:13]=[C:12]([NH:14][C:15]3[C:20]([C:21]([NH:31][CH3:29])=[O:22])=[CH:19][N:18]=[CH:17][CH:16]=3)[C:11]3[CH:24]([CH3:27])[CH2:25][CH2:26][C:10]=3[N:9]=2)[CH:7]=1. (3) Given the reactants [CH3:1][C:2]1[O:6][N:5]=[C:4]([NH:7][S:8]([C:11]2[CH:12]=[CH:13][C:14]([NH2:17])=[CH:15][CH:16]=2)(=[O:10])=[O:9])[CH:3]=1.[CH2:18]([OH:29])[C@H:19]1[O:25][C:23](=[O:24])[C@H:22]([OH:26])[C@@H:21]([OH:27])[C@@H:20]1[OH:28], predict the reaction product. The product is: [CH3:1][C:2]1[O:6][N:5]=[C:4]([NH:7][S:8]([C:11]2[CH:16]=[CH:15][C:14]([NH2:17])=[CH:13][CH:12]=2)(=[O:10])=[O:9])[CH:3]=1.[O:24]=[C:23]([NH2:5])[C@@H:22]([C@H:21]([C@@H:20]([C@@H:19]([CH2:18][OH:29])[OH:25])[OH:28])[OH:27])[OH:26]. (4) Given the reactants [C:1]12([N:6]([CH2:18][CH2:19][O:20]C3CCCCO3)[S:7]([C:10]3[C:11]([Cl:17])=[N:12][CH:13]=[C:14]([Br:16])[CH:15]=3)(=[O:9])=[O:8])[CH2:5][CH:3]([CH2:4]1)[CH2:2]2.C1(C)C=CC(S(O)(=O)=O)=CC=1.C([O-])(O)=O.[Na+], predict the reaction product. The product is: [C:1]12([N:6]([CH2:18][CH2:19][OH:20])[S:7]([C:10]3[C:11]([Cl:17])=[N:12][CH:13]=[C:14]([Br:16])[CH:15]=3)(=[O:8])=[O:9])[CH2:5][CH:3]([CH2:2]1)[CH2:4]2. (5) The product is: [CH3:19][N:18]([CH3:20])[C:9]1([C:12]2[CH:13]=[CH:14][CH:15]=[CH:16][CH:17]=2)[CH2:10][CH2:11][CH:6]([NH:5][C:3]([CH2:2][NH:1][C:53](=[O:23])[CH2:52][CH:48]([C:41]2[C:42]3[C:47](=[CH:46][CH:45]=[CH:44][CH:43]=3)[NH:39][CH:40]=2)[CH3:49])=[O:4])[CH2:7][CH2:8]1. Given the reactants [NH2:1][CH2:2][C:3]([NH:5][CH:6]1[CH2:11][CH2:10][C:9]([N:18]([CH3:20])[CH3:19])([C:12]2[CH:17]=[CH:16][CH:15]=[CH:14][CH:13]=2)[CH2:8][CH2:7]1)=[O:4].[Cl-].C[O:23]C1N=C(OC)N=C([N+]2(C)CCOCC2)N=1.[NH:39]1[C:47]2[C:42](=[CH:43][CH:44]=[CH:45][CH:46]=2)[C:41]([CH:48]([CH2:52][CH3:53])[C:49](O)=O)=[CH:40]1, predict the reaction product. (6) Given the reactants [CH2:1]([C:5]1[N:6]=[C:7]([CH2:27][CH3:28])[NH:8][C:9](=[O:26])[C:10]=1[CH2:11][C:12]1[CH:17]=[CH:16][C:15]([C:18]2[C:19]([C:24]#[N:25])=[CH:20][CH:21]=[CH:22][CH:23]=2)=[CH:14][CH:13]=1)[CH2:2][CH2:3][CH3:4].[O:29]1[C:33]2[CH:34]=[CH:35][C:36](B(O)O)=[CH:37][C:32]=2[CH2:31][CH2:30]1.N1C=CC=CC=1.C(N(CC)CC)C, predict the reaction product. The product is: [CH2:1]([C:5]1[N:6]=[C:7]([CH2:27][CH3:28])[N:8]([C:36]2[CH:35]=[CH:34][C:33]3[O:29][CH2:30][CH2:31][C:32]=3[CH:37]=2)[C:9](=[O:26])[C:10]=1[CH2:11][C:12]1[CH:17]=[CH:16][C:15]([C:18]2[C:19]([C:24]#[N:25])=[CH:20][CH:21]=[CH:22][CH:23]=2)=[CH:14][CH:13]=1)[CH2:2][CH2:3][CH3:4]. (7) Given the reactants C([O:3][C:4](=[O:18])[C:5]([CH3:17])([S:7]([CH2:10][CH:11]1[CH2:16][CH2:15][O:14][CH2:13][CH2:12]1)(=[O:9])=[O:8])[CH3:6])C.[OH-].[Na+].CC(OC)(C)C, predict the reaction product. The product is: [CH3:17][C:5]([S:7]([CH2:10][CH:11]1[CH2:12][CH2:13][O:14][CH2:15][CH2:16]1)(=[O:9])=[O:8])([CH3:6])[C:4]([OH:18])=[O:3]. (8) Given the reactants [C:1]1([C:7]([C:9]2[S:10][CH:11]=[CH:12][N:13]=2)=O)[CH:6]=[CH:5][CH:4]=[CH:3][CH:2]=1.Cl.[NH2:15][OH:16].C(=O)([O-])[O-].[Na+].[Na+], predict the reaction product. The product is: [C:1]1([C:7]([C:9]2[S:10][CH:11]=[CH:12][N:13]=2)=[N:15][OH:16])[CH:6]=[CH:5][CH:4]=[CH:3][CH:2]=1. (9) Given the reactants [Cl:1][C:2]1[CH:7]=[CH:6][CH:5]=[C:4]([Cl:8])[C:3]=1[CH2:9][C:10]([OH:12])=[O:11].Cl.[CH3:14]O, predict the reaction product. The product is: [CH3:14][O:11][C:10](=[O:12])[CH2:9][C:3]1[C:2]([Cl:1])=[CH:7][CH:6]=[CH:5][C:4]=1[Cl:8]. (10) Given the reactants [CH:1]([C:3]1[S:7][C:6]([CH:8]2[CH2:12][CH2:11][N:10]([C:13]([O:15][C:16]([CH3:19])([CH3:18])[CH3:17])=[O:14])[CH2:9]2)=[N:5][CH:4]=1)=[O:2].P([O-])(O)(O)=[O:21].[Na+].CC(=CC)C.Cl([O-])=O.[Na+], predict the reaction product. The product is: [C:16]([O:15][C:13]([N:10]1[CH2:11][CH2:12][CH:8]([C:6]2[S:7][C:3]([C:1]([OH:21])=[O:2])=[CH:4][N:5]=2)[CH2:9]1)=[O:14])([CH3:19])([CH3:18])[CH3:17].